This data is from Forward reaction prediction with 1.9M reactions from USPTO patents (1976-2016). The task is: Predict the product of the given reaction. (1) Given the reactants [CH3:1][O:2][C:3](=[O:14])[C:4]([C:7]1[CH:12]=[CH:11][C:10](Br)=[CH:9][CH:8]=1)([CH3:6])[CH3:5].[C:15]1([C@H:21]([O:23][C:24](=[O:47])[NH:25][C:26]2[N:27]([C:32]3[CH:37]=[CH:36][C:35](B4OC(C)(C)C(C)(C)O4)=[CH:34][CH:33]=3)[N:28]=[N:29][C:30]=2[CH3:31])[CH3:22])[CH:20]=[CH:19][CH:18]=[CH:17][CH:16]=1.COC1C=CC=C(OC)C=1C1C=CC=CC=1P(C1CCCCC1)C1CCCCC1.P([O-])([O-])([O-])=O.[K+].[K+].[K+], predict the reaction product. The product is: [CH3:1][O:2][C:3](=[O:14])[C:4]([CH3:6])([C:7]1[CH:12]=[CH:11][C:10]([C:35]2[CH:34]=[CH:33][C:32]([N:27]3[C:26]([NH:25][C:24]([O:23][C@@H:21]([C:15]4[CH:20]=[CH:19][CH:18]=[CH:17][CH:16]=4)[CH3:22])=[O:47])=[C:30]([CH3:31])[N:29]=[N:28]3)=[CH:37][CH:36]=2)=[CH:9][CH:8]=1)[CH3:5]. (2) The product is: [Br:31][C:32]1[CH:33]=[N:34][N:35]2[CH:40]=[CH:39][C:38]([NH:41][C@@H:42]([CH:45]([CH3:47])[CH3:46])[CH2:43][N:2]3[C:3](=[O:10])[C:4]4[C:9](=[CH:8][CH:7]=[CH:6][CH:5]=4)[C:1]3=[O:11])=[N:37][C:36]=12. Given the reactants [C:1]1(=[O:11])[C:9]2[C:4](=[CH:5][CH:6]=[CH:7][CH:8]=2)[C:3](=[O:10])[NH:2]1.C1(P(C2C=CC=CC=2)C2C=CC=CC=2)C=CC=CC=1.[Br:31][C:32]1[CH:33]=[N:34][N:35]2[CH:40]=[CH:39][C:38]([NH:41][C@@H:42]([CH:45]([CH3:47])[CH3:46])[CH2:43]O)=[N:37][C:36]=12.N(/C(OC(C)C)=O)=N\C(OC(C)C)=O, predict the reaction product. (3) Given the reactants Br[C:2]1[CH:7]=[CH:6][C:5]([CH2:8][O:9][C:10]2[CH:11]=[C:12]([CH2:16][CH2:17][C:18]([O:20][CH3:21])=[O:19])[CH:13]=[CH:14][CH:15]=2)=[CH:4][C:3]=1[CH3:22].[F-].[Cs+].[CH3:25][O:26][C:27]1[CH:28]=[C:29](B(O)O)[CH:30]=[CH:31][CH:32]=1, predict the reaction product. The product is: [CH3:22][C:3]1[CH:4]=[C:5]([CH2:8][O:9][C:10]2[CH:11]=[C:12]([CH2:16][CH2:17][C:18]([O:20][CH3:21])=[O:19])[CH:13]=[CH:14][CH:15]=2)[CH:6]=[CH:7][C:2]=1[C:31]1[CH:30]=[CH:29][CH:28]=[C:27]([O:26][CH3:25])[CH:32]=1. (4) Given the reactants [CH3:1][C:2]1([CH3:26])[CH2:11][CH2:10][C:9]([CH3:13])([CH3:12])[C:8]2[CH:7]=[C:6]([O:14][CH2:15][CH2:16][O:17][C:18]3[CH:25]=[CH:24][C:21]([CH:22]=O)=[CH:20][CH:19]=3)[CH:5]=[CH:4][C:3]1=2.[C:27]([O:34][CH3:35])(=[O:33])[CH2:28][C:29]([O:31][CH3:32])=[O:30].C([O-])(=O)C.[NH2+]1CCCCC1, predict the reaction product. The product is: [CH3:1][C:2]1([CH3:26])[CH2:11][CH2:10][C:9]([CH3:12])([CH3:13])[C:8]2[CH:7]=[C:6]([O:14][CH2:15][CH2:16][O:17][C:18]3[CH:19]=[CH:20][C:21]([CH:22]=[C:28]([C:27]([O:34][CH3:35])=[O:33])[C:29]([O:31][CH3:32])=[O:30])=[CH:24][CH:25]=3)[CH:5]=[CH:4][C:3]1=2.